This data is from Catalyst prediction with 721,799 reactions and 888 catalyst types from USPTO. The task is: Predict which catalyst facilitates the given reaction. Reactant: [N:1]1([C:5]2[CH:10]=[C:9]([CH2:11][O:12][CH2:13][C:14]([F:17])([F:16])[F:15])[N:8]=[C:7](Cl)[N:6]=2)[CH2:4][CH2:3][CH2:2]1.[CH3:19][O:20][C:21]1[CH:22]=[C:23]([CH:25]=[CH:26][C:27]=1[C:28]1[CH:33]=[C:32]([CH3:34])[N:31]=[N:30][CH:29]=1)[NH2:24].C(=O)([O-])[O-].[Cs+].[Cs+].C1(P(C2CCCCC2)C2C=CC=CC=2C2C=CC=CC=2)CCCCC1. Product: [N:1]1([C:5]2[CH:10]=[C:9]([CH2:11][O:12][CH2:13][C:14]([F:17])([F:16])[F:15])[N:8]=[C:7]([NH:24][C:23]3[CH:25]=[CH:26][C:27]([C:28]4[CH:33]=[C:32]([CH3:34])[N:31]=[N:30][CH:29]=4)=[C:21]([O:20][CH3:19])[CH:22]=3)[N:6]=2)[CH2:4][CH2:3][CH2:2]1. The catalyst class is: 160.